Dataset: Peptide-MHC class II binding affinity with 134,281 pairs from IEDB. Task: Regression. Given a peptide amino acid sequence and an MHC pseudo amino acid sequence, predict their binding affinity value. This is MHC class II binding data. The peptide sequence is VIDAMCHATLTYRML. The MHC is DRB1_0404 with pseudo-sequence DRB1_0404. The binding affinity (normalized) is 0.628.